From a dataset of Peptide-MHC class II binding affinity with 134,281 pairs from IEDB. Regression. Given a peptide amino acid sequence and an MHC pseudo amino acid sequence, predict their binding affinity value. This is MHC class II binding data. The peptide sequence is AEVELRQHGSEEWEP. The MHC is DRB1_0101 with pseudo-sequence DRB1_0101. The binding affinity (normalized) is 0.201.